Dataset: NCI-60 drug combinations with 297,098 pairs across 59 cell lines. Task: Regression. Given two drug SMILES strings and cell line genomic features, predict the synergy score measuring deviation from expected non-interaction effect. (1) Drug 1: COC1=CC(=CC(=C1O)OC)C2C3C(COC3=O)C(C4=CC5=C(C=C24)OCO5)OC6C(C(C7C(O6)COC(O7)C8=CC=CS8)O)O. Synergy scores: CSS=30.1, Synergy_ZIP=-7.28, Synergy_Bliss=-2.41, Synergy_Loewe=-16.0, Synergy_HSA=-0.735. Drug 2: C1CCC(CC1)NC(=O)N(CCCl)N=O. Cell line: SK-OV-3. (2) Drug 1: C1=CC(=CC=C1C#N)C(C2=CC=C(C=C2)C#N)N3C=NC=N3. Synergy scores: CSS=-3.87, Synergy_ZIP=-1.10, Synergy_Bliss=-9.28, Synergy_Loewe=-23.5, Synergy_HSA=-15.7. Drug 2: CC1CCC2CC(C(=CC=CC=CC(CC(C(=O)C(C(C(=CC(C(=O)CC(OC(=O)C3CCCCN3C(=O)C(=O)C1(O2)O)C(C)CC4CCC(C(C4)OC)OCCO)C)C)O)OC)C)C)C)OC. Cell line: MOLT-4.